From a dataset of Reaction yield outcomes from USPTO patents with 853,638 reactions. Predict the reaction yield, written as a fraction of the theoretical maximum amount of product (1.0 means a 100% yield; for example, 0.34 means a 34% yield). (1) The reactants are [NH2:1][C:2]1[C:7]([Cl:8])=[CH:6][C:5]([C:9](=[O:14])[C:10]([F:13])([F:12])[F:11])=[CH:4][C:3]=1[Cl:15].[Cl:16][C:17]1[CH:22]=[CH:21][C:20]([Mg]Br)=[CH:19][CH:18]=1.[Cl-].[NH4+]. The catalyst is O1CCCC1. The product is [NH2:1][C:2]1[C:3]([Cl:15])=[CH:4][C:5]([C:9]([C:20]2[CH:21]=[CH:22][C:17]([Cl:16])=[CH:18][CH:19]=2)([OH:14])[C:10]([F:13])([F:11])[F:12])=[CH:6][C:7]=1[Cl:8]. The yield is 0.930. (2) The reactants are [CH2:1]([C@H:8]1[CH2:12][O:11][C:10](=[O:13])[N:9]1[C:14](=[O:20])[C@H:15]([CH:17]1[CH2:19][CH2:18]1)[OH:16])[C:2]1[CH:7]=[CH:6][CH:5]=[CH:4][CH:3]=1.N1C(C)=CC=CC=1C.FC(F)(F)S(O[Si:35]([CH:42]([CH3:44])[CH3:43])([CH:39]([CH3:41])[CH3:40])[CH:36]([CH3:38])[CH3:37])(=O)=O. The catalyst is ClCCl. The product is [CH2:1]([C@H:8]1[CH2:12][O:11][C:10](=[O:13])[N:9]1[C:14](=[O:20])[C@H:15]([CH:17]1[CH2:19][CH2:18]1)[O:16][Si:35]([CH:42]([CH3:44])[CH3:43])([CH:39]([CH3:41])[CH3:40])[CH:36]([CH3:38])[CH3:37])[C:2]1[CH:3]=[CH:4][CH:5]=[CH:6][CH:7]=1. The yield is 0.810. (3) The reactants are [NH2:1][C:2]1[CH:3]=[C:4]([CH3:9])[CH:5]=[N:6][C:7]=1[Cl:8].[N+:10]([C:13]1[CH:21]=[CH:20][CH:19]=[CH:18][C:14]=1[C:15](Cl)=[O:16])([O-:12])=[O:11]. The catalyst is N1C=CC=CC=1.O.C(=O)(O)[O-].[Na+]. The product is [Cl:8][C:7]1[C:2]([NH:1][C:15](=[O:16])[C:14]2[CH:18]=[CH:19][CH:20]=[CH:21][C:13]=2[N+:10]([O-:12])=[O:11])=[CH:3][C:4]([CH3:9])=[CH:5][N:6]=1. The yield is 0.910. (4) The catalyst is CN(C=O)C.O. The yield is 0.940. The product is [Br:17][C:18]1[CH:23]=[CH:22][C:21]([CH2:24][NH:25][C:14]([C@@H:9]2[CH2:10][C@@H:11]([OH:13])[CH2:12][N:8]2[C:6]([O:5][C:1]([CH3:2])([CH3:3])[CH3:4])=[O:7])=[O:16])=[CH:20][CH:19]=1. The reactants are [C:1]([O:5][C:6]([N:8]1[CH2:12][C@H:11]([OH:13])[CH2:10][C@H:9]1[C:14]([OH:16])=O)=[O:7])([CH3:4])([CH3:3])[CH3:2].[Br:17][C:18]1[CH:23]=[CH:22][C:21]([CH2:24][NH2:25])=[CH:20][CH:19]=1.CCN(C(C)C)C(C)C.CN(C(ON1N=NC2C=CC=NC1=2)=[N+](C)C)C.F[P-](F)(F)(F)(F)F. (5) The reactants are [C:1]([C:4]1[CH:18]=[CH:17][C:7]([O:8][CH2:9][C:10]([O:12]C(C)(C)C)=[O:11])=[C:6]([O:19][CH3:20])[CH:5]=1)(=[O:3])[CH3:2].[N+:21]([O-])([OH:23])=[O:22]. The yield is 0.850. The catalyst is C(OC(=O)C)(=O)C. The product is [C:1]([C:4]1[C:18]([N+:21]([O-:23])=[O:22])=[CH:17][C:7]([O:8][CH2:9][C:10]([OH:12])=[O:11])=[C:6]([O:19][CH3:20])[CH:5]=1)(=[O:3])[CH3:2]. (6) The reactants are [NH:1]1[CH2:4][CH:3]([N:5]2[C:13]3[C:8](=[C:9]([Cl:14])[CH:10]=[CH:11][CH:12]=3)[C:7]([C:15]([NH:17][CH2:18][C:19]3([OH:27])[CH2:24][CH2:23][C:22]([F:26])([F:25])[CH2:21][CH2:20]3)=[O:16])=[CH:6]2)[CH2:2]1.C=O.[BH-](OC(C)=O)(OC(C)=O)O[C:32](C)=O.[Na+]. The catalyst is C(Cl)Cl. The product is [Cl:14][C:9]1[CH:10]=[CH:11][CH:12]=[C:13]2[C:8]=1[C:7]([C:15]([NH:17][CH2:18][C:19]1([OH:27])[CH2:24][CH2:23][C:22]([F:25])([F:26])[CH2:21][CH2:20]1)=[O:16])=[CH:6][N:5]2[CH:3]1[CH2:4][N:1]([CH3:32])[CH2:2]1. The yield is 0.140. (7) The reactants are [NH2:1][CH:2]1[CH2:5][N:4]([C:6]([C:8]2[CH:9]=[C:10]([CH:23]=[CH:24][C:25]=2[F:26])[CH2:11][C:12]2[C:21]3[C:16](=[CH:17][CH:18]=[CH:19][CH:20]=3)[C:15](=[O:22])[NH:14][N:13]=2)=[O:7])[CH2:3]1.Br[CH2:28][CH2:29][C:30]([F:33])([F:32])[F:31].C([O-])([O-])=O.[K+].[K+]. No catalyst specified. The product is [F:26][C:25]1[CH:24]=[CH:23][C:10]([CH2:11][C:12]2[C:21]3[C:16](=[CH:17][CH:18]=[CH:19][CH:20]=3)[C:15](=[O:22])[NH:14][N:13]=2)=[CH:9][C:8]=1[C:6]([N:4]1[CH2:3][CH:2]([NH:1][CH2:28][CH2:29][C:30]([F:33])([F:32])[F:31])[CH2:5]1)=[O:7]. The yield is 0.510.